This data is from Reaction yield outcomes from USPTO patents with 853,638 reactions. The task is: Predict the reaction yield, written as a fraction of the theoretical maximum amount of product (1.0 means a 100% yield; for example, 0.34 means a 34% yield). (1) The reactants are [F:1][C:2]1[CH:3]=[C:4]([CH2:8][N:9]2[CH2:14][CH2:13][CH:12]([C:15]([OH:17])=O)[CH2:11][CH2:10]2)[CH:5]=[CH:6][CH:7]=1.CCN(C(C)C)C(C)C.CN(C(ON1N=NC2C=CC=CC1=2)=[N+](C)C)C.F[P-](F)(F)(F)(F)F.[NH2:51][CH2:52][C:53]1[CH:58]=[CH:57][C:56]([CH2:59][NH:60][C:61](=[O:67])[O:62][C:63]([CH3:66])([CH3:65])[CH3:64])=[CH:55][CH:54]=1. The catalyst is C1COCC1. The product is [F:1][C:2]1[CH:3]=[C:4]([CH2:8][N:9]2[CH2:10][CH2:11][CH:12]([C:15]([NH:51][CH2:52][C:53]3[CH:54]=[CH:55][C:56]([CH2:59][NH:60][C:61](=[O:67])[O:62][C:63]([CH3:65])([CH3:64])[CH3:66])=[CH:57][CH:58]=3)=[O:17])[CH2:13][CH2:14]2)[CH:5]=[CH:6][CH:7]=1. The yield is 0.660. (2) The reactants are [Cl:1][C:2]1[CH:3]=[CH:4][C:5]2[C:11](=[O:12])[CH2:10][CH2:9][C:8](=[O:13])[NH:7][C:6]=2[CH:14]=1.[C:15](=O)([O-])[O-].[Cs+].[Cs+].CI. The catalyst is C1COCC1.CN(C=O)C. The product is [Cl:1][C:2]1[CH:3]=[CH:4][C:5]2[C:11](=[O:12])[CH2:10][CH2:9][C:8](=[O:13])[N:7]([CH3:15])[C:6]=2[CH:14]=1. The yield is 0.450. (3) The reactants are [NH2:1][C:2]1[C:11]2[C:6](=[C:7](Br)[CH:8]=[CH:9][CH:10]=2)[N:5]=[N:4][C:3]=1[C:13]([NH:15][CH:16]1[CH2:18][CH2:17]1)=[O:14].[F:19][C:20]1[C:25](B(O)O)=[CH:24][CH:23]=[C:22]([CH3:29])[N:21]=1. No catalyst specified. The product is [NH2:1][C:2]1[C:11]2[C:6](=[C:7]([C:25]3[C:20]([F:19])=[N:21][C:22]([CH3:29])=[CH:23][CH:24]=3)[CH:8]=[CH:9][CH:10]=2)[N:5]=[N:4][C:3]=1[C:13]([NH:15][CH:16]1[CH2:18][CH2:17]1)=[O:14]. The yield is 0.600.